Task: Regression. Given two drug SMILES strings and cell line genomic features, predict the synergy score measuring deviation from expected non-interaction effect.. Dataset: NCI-60 drug combinations with 297,098 pairs across 59 cell lines (1) Drug 2: C1=CC(=CC=C1C#N)C(C2=CC=C(C=C2)C#N)N3C=NC=N3. Cell line: NCI/ADR-RES. Drug 1: C1=CC(=CC=C1CCC2=CNC3=C2C(=O)NC(=N3)N)C(=O)NC(CCC(=O)O)C(=O)O. Synergy scores: CSS=16.7, Synergy_ZIP=2.02, Synergy_Bliss=1.35, Synergy_Loewe=-5.37, Synergy_HSA=2.47. (2) Drug 1: CCCS(=O)(=O)NC1=C(C(=C(C=C1)F)C(=O)C2=CNC3=C2C=C(C=N3)C4=CC=C(C=C4)Cl)F. Drug 2: C1=CC(=CC=C1CCCC(=O)O)N(CCCl)CCCl. Cell line: CCRF-CEM. Synergy scores: CSS=28.6, Synergy_ZIP=-5.80, Synergy_Bliss=-16.3, Synergy_Loewe=-22.5, Synergy_HSA=-17.4. (3) Drug 1: COC1=CC(=CC(=C1O)OC)C2C3C(COC3=O)C(C4=CC5=C(C=C24)OCO5)OC6C(C(C7C(O6)COC(O7)C8=CC=CS8)O)O. Drug 2: CCCCC(=O)OCC(=O)C1(CC(C2=C(C1)C(=C3C(=C2O)C(=O)C4=C(C3=O)C=CC=C4OC)O)OC5CC(C(C(O5)C)O)NC(=O)C(F)(F)F)O. Cell line: SW-620. Synergy scores: CSS=46.6, Synergy_ZIP=4.74, Synergy_Bliss=3.26, Synergy_Loewe=2.57, Synergy_HSA=4.45. (4) Synergy scores: CSS=23.0, Synergy_ZIP=-7.25, Synergy_Bliss=-6.88, Synergy_Loewe=-6.35, Synergy_HSA=-4.78. Drug 2: C1CCC(CC1)NC(=O)N(CCCl)N=O. Cell line: HCT116. Drug 1: CNC(=O)C1=CC=CC=C1SC2=CC3=C(C=C2)C(=NN3)C=CC4=CC=CC=N4. (5) Drug 1: CN1C2=C(C=C(C=C2)N(CCCl)CCCl)N=C1CCCC(=O)O.Cl. Drug 2: CC1CCCC2(C(O2)CC(NC(=O)CC(C(C(=O)C(C1O)C)(C)C)O)C(=CC3=CSC(=N3)C)C)C. Cell line: OVCAR-4. Synergy scores: CSS=35.1, Synergy_ZIP=1.99, Synergy_Bliss=-0.125, Synergy_Loewe=-26.1, Synergy_HSA=-1.41. (6) Drug 1: CC1OCC2C(O1)C(C(C(O2)OC3C4COC(=O)C4C(C5=CC6=C(C=C35)OCO6)C7=CC(=C(C(=C7)OC)O)OC)O)O. Drug 2: CC1=C(C=C(C=C1)C(=O)NC2=CC(=CC(=C2)C(F)(F)F)N3C=C(N=C3)C)NC4=NC=CC(=N4)C5=CN=CC=C5. Cell line: MALME-3M. Synergy scores: CSS=5.26, Synergy_ZIP=-5.57, Synergy_Bliss=0.388, Synergy_Loewe=-4.99, Synergy_HSA=-1.29. (7) Drug 1: CC1C(C(=O)NC(C(=O)N2CCCC2C(=O)N(CC(=O)N(C(C(=O)O1)C(C)C)C)C)C(C)C)NC(=O)C3=C4C(=C(C=C3)C)OC5=C(C(=O)C(=C(C5=N4)C(=O)NC6C(OC(=O)C(N(C(=O)CN(C(=O)C7CCCN7C(=O)C(NC6=O)C(C)C)C)C)C(C)C)C)N)C. Drug 2: C1=NC2=C(N=C(N=C2N1C3C(C(C(O3)CO)O)F)Cl)N. Cell line: MDA-MB-231. Synergy scores: CSS=28.5, Synergy_ZIP=-5.06, Synergy_Bliss=0.324, Synergy_Loewe=-17.3, Synergy_HSA=-0.281. (8) Drug 1: C1=C(C(=O)NC(=O)N1)N(CCCl)CCCl. Drug 2: C1CNP(=O)(OC1)N(CCCl)CCCl. Cell line: TK-10. Synergy scores: CSS=11.6, Synergy_ZIP=-4.57, Synergy_Bliss=0.640, Synergy_Loewe=1.11, Synergy_HSA=1.23.